From a dataset of Reaction yield outcomes from USPTO patents with 853,638 reactions. Predict the reaction yield, written as a fraction of the theoretical maximum amount of product (1.0 means a 100% yield; for example, 0.34 means a 34% yield). (1) The reactants are [C:1]([CH2:3][C:4]([NH2:6])=[O:5])#[N:2].[C:7](O)(=O)C.N1[CH2:16][CH2:15][CH2:14][CH2:13][CH2:12]1.C(O)(=O)C. The catalyst is O. The product is [CH:13]([C:14]1[NH:6][C:4](=[O:5])[C:3]([C:1]#[N:2])=[CH:16][CH:15]=1)([CH3:7])[CH3:12]. The yield is 0.680. (2) The reactants are F[C:2]1[CH:7]=[CH:6][C:5]([C:8]2[C:9]([C:27]3[CH:32]=[CH:31][CH:30]=[CH:29][CH:28]=3)=[C:10]([C:14]([C:16]([C:18]3[CH:23]=[CH:22][C:21]([O:24][CH3:25])=[C:20]([Cl:26])[CH:19]=3)=[O:17])=[O:15])[CH:11]=[CH:12][CH:13]=2)=[CH:4][CH:3]=1.[CH3:33][S:34]([O-:36])=[O:35].[Na+]. The catalyst is CN(C)C=O. The product is [CH3:33][S:34]([C:2]1[CH:7]=[CH:6][C:5]([C:8]2[C:9]([C:27]3[CH:32]=[CH:31][CH:30]=[CH:29][CH:28]=3)=[C:10]([C:14]([C:16]([C:18]3[CH:23]=[CH:22][C:21]([O:24][CH3:25])=[C:20]([Cl:26])[CH:19]=3)=[O:17])=[O:15])[CH:11]=[CH:12][CH:13]=2)=[CH:4][CH:3]=1)(=[O:36])=[O:35]. The yield is 0.700.